From a dataset of Reaction yield outcomes from USPTO patents with 853,638 reactions. Predict the reaction yield, written as a fraction of the theoretical maximum amount of product (1.0 means a 100% yield; for example, 0.34 means a 34% yield). (1) The yield is 0.600. The reactants are [CH3:1][C:2]1[C:3]([C:12]([C:14]2[N:15]=[CH:16][N:17]([C:19]([C:32]3[CH:37]=[CH:36][CH:35]=[CH:34][CH:33]=3)([C:26]3[CH:31]=[CH:30][CH:29]=[CH:28][CH:27]=3)[C:20]3[CH:25]=[CH:24][CH:23]=[CH:22][CH:21]=3)[CH:18]=2)=O)=[CH:4][CH:5]=[C:6]2[C:11]=1[N:10]=[CH:9][CH:8]=[CH:7]2.C[Mg+].[Br-].[CH3:41]CN(CC)CC.CS(Cl)(=O)=O. The catalyst is C1COCC1.C(Cl)Cl. The product is [CH3:1][C:2]1[C:3]([C:12]([C:14]2[N:15]=[CH:16][N:17]([C:19]([C:32]3[CH:37]=[CH:36][CH:35]=[CH:34][CH:33]=3)([C:26]3[CH:31]=[CH:30][CH:29]=[CH:28][CH:27]=3)[C:20]3[CH:25]=[CH:24][CH:23]=[CH:22][CH:21]=3)[CH:18]=2)=[CH2:41])=[CH:4][CH:5]=[C:6]2[C:11]=1[N:10]=[CH:9][CH:8]=[CH:7]2. (2) The reactants are [C:1]([O:5][C:6](=[O:31])[C@@H:7]([NH:13][C:14](=[O:30])[CH2:15][CH2:16][CH2:17][CH2:18][CH2:19][CH2:20][CH2:21][CH2:22][CH2:23][CH2:24][CH2:25][CH2:26][CH2:27][CH2:28][CH3:29])[CH2:8][CH2:9][C:10]([OH:12])=O)([CH3:4])([CH3:3])[CH3:2].C(N1C=CN=C1)(N1C=CN=C1)=O.[NH2:44][CH:45](N)[CH2:46][CH2:47][CH2:48][C@H:49]([NH:56][C:57]([O:59][CH2:60][CH:61]1[C:73]2[CH:72]=[CH:71][CH:70]=[CH:69][C:68]=2[C:67]2[C:62]1=[CH:63][CH:64]=[CH:65][CH:66]=2)=[O:58])[C:50]([O:52][CH2:53][CH:54]=[CH2:55])=[O:51].C(N(CC)CC)C. The catalyst is C(Cl)Cl.O.CCCCCCC. The product is [CH:63]1[C:62]2[CH:61]([CH2:60][O:59][C:57]([NH:56][C@@H:49]([CH2:48][CH2:47][CH2:46][CH2:45][NH:44][C:10](=[O:12])[CH2:9][CH2:8][C@H:7]([NH:13][C:14](=[O:30])[CH2:15][CH2:16][CH2:17][CH2:18][CH2:19][CH2:20][CH2:21][CH2:22][CH2:23][CH2:24][CH2:25][CH2:26][CH2:27][CH2:28][CH3:29])[C:6]([O:5][C:1]([CH3:2])([CH3:3])[CH3:4])=[O:31])[C:50]([O:52][CH2:53][CH:54]=[CH2:55])=[O:51])=[O:58])[C:73]3[C:68](=[CH:69][CH:70]=[CH:71][CH:72]=3)[C:67]=2[CH:66]=[CH:65][CH:64]=1. The yield is 0.910. (3) The reactants are [N+:1]([C:4]1[CH:21]=[CH:20][C:7]2[S:8][CH2:9][CH2:10][N:11]([C:12](=O)[CH2:13][N:14]3[CH2:18][CH2:17][CH2:16][CH2:15]3)[C:6]=2[CH:5]=1)([O-:3])=[O:2].B.O1CCCC1. The catalyst is O1CCCC1. The product is [N+:1]([C:4]1[CH:21]=[CH:20][C:7]2[S:8][CH2:9][CH2:10][N:11]([CH2:12][CH2:13][N:14]3[CH2:18][CH2:17][CH2:16][CH2:15]3)[C:6]=2[CH:5]=1)([O-:3])=[O:2]. The yield is 0.910. (4) The catalyst is CCO. The product is [CH2:20]([N:17]([CH2:18][CH3:19])[C:15](=[O:16])[CH2:14][C:13]1[C:12]([C:22]2[CH:27]=[CH:26][C:25]([O:28][CH3:29])=[CH:24][CH:23]=2)=[N:11][N:10]2[C:4]([CH3:5])=[CH:3][C:2]([CH3:1])=[N:8][C:9]=12)[CH3:21]. The reactants are [CH3:1][C:2](=O)[CH2:3][C:4](=O)[CH3:5].[NH2:8][C:9]1[C:13]([CH2:14][C:15]([N:17]([CH2:20][CH3:21])[CH2:18][CH3:19])=[O:16])=[C:12]([C:22]2[CH:27]=[CH:26][C:25]([O:28][CH3:29])=[CH:24][CH:23]=2)[NH:11][N:10]=1. The yield is 0.930.